This data is from Full USPTO retrosynthesis dataset with 1.9M reactions from patents (1976-2016). The task is: Predict the reactants needed to synthesize the given product. (1) Given the product [NH2:7][CH2:8][CH:9]1[CH2:10][CH2:11][CH:12]([CH2:15][NH:16][C:17]2[C:22]([N+:23]([O-:25])=[O:24])=[CH:21][N:20]=[C:19]([NH:26][CH2:27][C:28]3[CH:29]=[C:30]([CH:31]=[CH:32][CH:33]=3)[C:34]([NH:35][CH2:36][CH2:37][OH:38])=[O:39])[N:18]=2)[CH2:13][CH2:14]1, predict the reactants needed to synthesize it. The reactants are: C(OC(=O)[NH:7][CH2:8][CH:9]1[CH2:14][CH2:13][CH:12]([CH2:15][NH:16][C:17]2[C:22]([N+:23]([O-:25])=[O:24])=[CH:21][N:20]=[C:19]([NH:26][CH2:27][C:28]3[CH:33]=[CH:32][CH:31]=[C:30]([C:34](=[O:39])[NH:35][CH2:36][CH2:37][OH:38])[CH:29]=3)[N:18]=2)[CH2:11][CH2:10]1)(C)(C)C.FC(F)(F)C(O)=O. (2) The reactants are: [N:1]1([CH:7]2[CH2:12][CH2:11][CH:10]([C:13]([O:15]C)=[O:14])[CH2:9][CH2:8]2)[CH2:5][CH2:4][CH2:3][C:2]1=[O:6].C(O)C.C[O-].[Na+].Cl. Given the product [N:1]1([C@H:7]2[CH2:8][CH2:9][C@H:10]([C:13]([OH:15])=[O:14])[CH2:11][CH2:12]2)[CH2:5][CH2:4][CH2:3][C:2]1=[O:6], predict the reactants needed to synthesize it. (3) Given the product [NH:20]1[C:21]2[C:17](=[CH:16][C:15]([NH:14][C:2]3[C:3]([C:10]([O:12][CH3:13])=[O:11])=[N:4][C:5]([S:8][CH3:9])=[N:6][CH:7]=3)=[CH:23][CH:22]=2)[CH:18]=[CH:19]1, predict the reactants needed to synthesize it. The reactants are: Br[C:2]1[C:3]([C:10]([O:12][CH3:13])=[O:11])=[N:4][C:5]([S:8][CH3:9])=[N:6][CH:7]=1.[NH2:14][C:15]1[CH:16]=[C:17]2[C:21](=[CH:22][CH:23]=1)[NH:20][CH:19]=[CH:18]2.C(=O)([O-])[O-].[Cs+].[Cs+].C1(C)C=CC=CC=1. (4) Given the product [F:16][C:17]1[CH:18]=[C:19]([C:24]2[CH:25]=[CH:26][C:27]([NH:30][C:13]([C:10]3([CH:7]4[CH2:6][CH2:5][N:4]([C:1](=[O:3])[CH3:2])[CH2:9][CH2:8]4)[CH2:11][CH2:12]3)=[O:15])=[CH:28][CH:29]=2)[CH:20]=[C:21]([F:23])[CH:22]=1, predict the reactants needed to synthesize it. The reactants are: [C:1]([N:4]1[CH2:9][CH2:8][CH:7]([C:10]2([C:13]([OH:15])=O)[CH2:12][CH2:11]2)[CH2:6][CH2:5]1)(=[O:3])[CH3:2].[F:16][C:17]1[CH:18]=[C:19]([C:24]2[CH:29]=[CH:28][C:27]([NH2:30])=[CH:26][CH:25]=2)[CH:20]=[C:21]([F:23])[CH:22]=1. (5) Given the product [Cl:15][C:16]1[CH:17]=[C:18]([C@@H:22]2[C@@H:27]([C:28]3[CH:33]=[CH:32][C:31]([Cl:34])=[CH:30][CH:29]=3)[N:26]([C@@H:35]([CH:39]3[CH2:41][CH2:40]3)[C@@H:36]([OH:38])[CH3:37])[C:25](=[O:42])[C@:24]([CH2:44][C:45]([OH:47])=[O:46])([CH3:43])[CH2:23]2)[CH:19]=[CH:20][CH:21]=1, predict the reactants needed to synthesize it. The reactants are: CCC(C)[BH-](C(C)CC)C(C)CC.[Li+].[Cl:15][C:16]1[CH:17]=[C:18]([C@@H:22]2[C@@H:27]([C:28]3[CH:33]=[CH:32][C:31]([Cl:34])=[CH:30][CH:29]=3)[N:26]([C@@H:35]([CH:39]3[CH2:41][CH2:40]3)[C:36](=[O:38])[CH3:37])[C:25](=[O:42])[C@:24]([CH2:44][C:45]([OH:47])=[O:46])([CH3:43])[CH2:23]2)[CH:19]=[CH:20][CH:21]=1.